Dataset: Peptide-MHC class I binding affinity with 185,985 pairs from IEDB/IMGT. Task: Regression. Given a peptide amino acid sequence and an MHC pseudo amino acid sequence, predict their binding affinity value. This is MHC class I binding data. (1) The peptide sequence is RRRPVTRPL. The MHC is HLA-A02:03 with pseudo-sequence HLA-A02:03. The binding affinity (normalized) is 0.0847. (2) The peptide sequence is PRFGSCYFL. The MHC is HLA-B39:01 with pseudo-sequence HLA-B39:01. The binding affinity (normalized) is 0.0847. (3) The peptide sequence is DCKTILKAL. The MHC is HLA-B57:01 with pseudo-sequence HLA-B57:01. The binding affinity (normalized) is 0. (4) The binding affinity (normalized) is 0.196. The MHC is HLA-A68:02 with pseudo-sequence HLA-A68:02. The peptide sequence is LNISGYNFSL. (5) The peptide sequence is IQYDRRSFF. The MHC is HLA-B15:03 with pseudo-sequence HLA-B15:03. The binding affinity (normalized) is 1.00. (6) The peptide sequence is MMCPFLFLM. The MHC is HLA-A68:02 with pseudo-sequence HLA-A68:02. The binding affinity (normalized) is 0. (7) The peptide sequence is TLGSFTWFPH. The MHC is HLA-A31:01 with pseudo-sequence HLA-A31:01. The binding affinity (normalized) is 0.384. (8) The peptide sequence is GERSRCYSLY. The MHC is HLA-A32:01 with pseudo-sequence HLA-A32:01. The binding affinity (normalized) is 0. (9) The peptide sequence is HYRPYHYYH. The MHC is HLA-A03:01 with pseudo-sequence HLA-A03:01. The binding affinity (normalized) is 0.0847.